The task is: Regression/Classification. Given a drug SMILES string, predict its absorption, distribution, metabolism, or excretion properties. Task type varies by dataset: regression for continuous measurements (e.g., permeability, clearance, half-life) or binary classification for categorical outcomes (e.g., BBB penetration, CYP inhibition). For this dataset (ppbr_az), we predict Y.. This data is from Plasma protein binding rate (PPBR) regression data from AstraZeneca. (1) The molecule is CC(C)(C)S(=O)(=O)CCCN1CCN(CC(=O)NC23CC4CC(CC(C4)C2)C3)CC1. The Y is 65.1 %. (2) The drug is O=C(Nc1ccc(Cl)cc1)Nc1nnc(-c2ccncc2)s1. The Y is 99.8 %. (3) The molecule is COc1cc(OC)c(S(=O)(=O)N(C)c2ccccc2)cc1NC(C)=O. The Y is 82.0 %.